Dataset: Forward reaction prediction with 1.9M reactions from USPTO patents (1976-2016). Task: Predict the product of the given reaction. (1) Given the reactants [CH3:1][N:2]1[C:10]([CH:11]=O)=[N:9][C:8]2[C:3]1=[N:4][C:5]([N:19]1[C:23]3[CH:24]=[CH:25][CH:26]=[CH:27][C:22]=3[N:21]=[C:20]1[CH3:28])=[N:6][C:7]=2[N:13]1[CH2:18][CH2:17][O:16][CH2:15][CH2:14]1.[CH3:29][C:30]([CH3:34])([CH3:33])[CH2:31][NH2:32], predict the reaction product. The product is: [CH3:29][C:30]([CH3:34])([CH3:33])[CH2:31][NH:32][CH2:11][C:10]1[N:2]([CH3:1])[C:3]2[C:8]([N:9]=1)=[C:7]([N:13]1[CH2:18][CH2:17][O:16][CH2:15][CH2:14]1)[N:6]=[C:5]([N:19]1[C:23]3[CH:24]=[CH:25][CH:26]=[CH:27][C:22]=3[N:21]=[C:20]1[CH3:28])[N:4]=2. (2) Given the reactants [I:1][C:2]1[C:6]([CH3:7])=[CH:5][NH:4][N:3]=1.F[C:9]1[CH:14]=[CH:13][C:12]([C:15]([F:18])([F:17])[F:16])=[CH:11][CH:10]=1.C(=O)([O-])[O-].[K+].[K+].CN(C)C=O, predict the reaction product. The product is: [I:1][C:2]1[C:6]([CH3:7])=[CH:5][N:4]([C:9]2[CH:14]=[CH:13][C:12]([C:15]([F:18])([F:17])[F:16])=[CH:11][CH:10]=2)[N:3]=1. (3) Given the reactants [F:1][C:2]1[CH:10]=[CH:9][C:5]([C:6](O)=[O:7])=[CH:4][C:3]=1[C:11]1[CH:12]=[C:13]2[C:18](=[CH:19][CH:20]=1)[C:17]([N:21]1[CH2:26][CH2:25][O:24][CH2:23][CH2:22]1)=[N:16][N:15]=[CH:14]2.S(Cl)(Cl)=O.C([N:34]([CH:37]([CH3:39])[CH3:38])CC)(C)C.C1(N)CC1, predict the reaction product. The product is: [CH:37]1([NH:34][C:6](=[O:7])[C:5]2[CH:9]=[CH:10][C:2]([F:1])=[C:3]([C:11]3[CH:12]=[C:13]4[C:18](=[CH:19][CH:20]=3)[C:17]([N:21]3[CH2:22][CH2:23][O:24][CH2:25][CH2:26]3)=[N:16][N:15]=[CH:14]4)[CH:4]=2)[CH2:39][CH2:38]1. (4) Given the reactants [F:1][C:2]1[C:7]2=[N:8][Se:9][N:10]=[C:6]2[C:5]([S:11](Cl)(=[O:13])=[O:12])=[CH:4][CH:3]=1.[CH2:15]([N:17]([CH2:21]C)[CH2:18][CH2:19][NH2:20])C.C(N(CC)CC)C, predict the reaction product. The product is: [F:1][C:2]1[C:7]2=[N:8][Se:9][N:10]=[C:6]2[C:5]([S:11]([NH:20][CH2:19][CH2:18][N:17]([CH3:21])[CH3:15])(=[O:13])=[O:12])=[CH:4][CH:3]=1. (5) The product is: [CH:15]1([C@H:4]2[C@H:3]([CH3:18])[C@@H:2]([NH:1][C:20]3[CH:25]=[CH:24][CH:23]=[C:22]([CH3:26])[N:21]=3)[C:11]3[C:6](=[CH:7][N:8]=[CH:9][CH:10]=3)[N:5]2[C:12](=[O:14])[CH3:13])[CH2:17][CH2:16]1. Given the reactants [NH2:1][C@H:2]1[C:11]2[C:6](=[CH:7][N:8]=[CH:9][CH:10]=2)[N:5]([C:12](=[O:14])[CH3:13])[C@@H:4]([CH:15]2[CH2:17][CH2:16]2)[C@@H:3]1[CH3:18].Cl[C:20]1[CH:25]=[CH:24][CH:23]=[C:22]([CH3:26])[N:21]=1.CC(C)([O-])C.[Na+].CN(C1C(C2C(P(C3CCCCC3)C3CCCCC3)=CC=CC=2)=CC=CC=1)C, predict the reaction product. (6) Given the reactants [NH2:1][C:2]1[N:7]=[C:6]([C:8]([C:10]2[C:15]([NH:16][S:17]([C:20]3[CH:25]=[CH:24][C:23]([C:26]([CH3:29])([CH3:28])[CH3:27])=[CH:22][CH:21]=3)(=[O:19])=[O:18])=[CH:14][C:13]([Cl:30])=[CH:12][N:11]=2)=[O:9])[CH:5]=[CH:4][CH:3]=1.[CH3:31][S:32](Cl)(=[O:34])=[O:33], predict the reaction product. The product is: [C:26]([C:23]1[CH:22]=[CH:21][C:20]([S:17]([NH:16][C:15]2[C:10]([C:8]([C:6]3[CH:5]=[CH:4][CH:3]=[C:2]([NH:1][S:32]([CH3:31])(=[O:34])=[O:33])[N:7]=3)=[O:9])=[N:11][CH:12]=[C:13]([Cl:30])[CH:14]=2)(=[O:18])=[O:19])=[CH:25][CH:24]=1)([CH3:27])([CH3:29])[CH3:28]. (7) Given the reactants [CH:1]([C:4]1[CH:9]=[CH:8][CH:7]=[CH:6][C:5]=1[NH:10][C:11]1[CH:16]=[CH:15][C:14]([C:17]2[CH:22]=[CH:21][CH:20]=[CH:19][CH:18]=2)=[CH:13][C:12]=1[NH2:23])([CH3:3])[CH3:2].[CH:24](=O)[C:25]1[CH:30]=[CH:29][CH:28]=[CH:27][CH:26]=1.S([O-])([O-])=O.[Na+].[Na+], predict the reaction product. The product is: [CH:1]([C:4]1[CH:9]=[CH:8][CH:7]=[CH:6][C:5]=1[N:10]1[C:11]2[CH:16]=[CH:15][C:14]([C:17]3[CH:22]=[CH:21][CH:20]=[CH:19][CH:18]=3)=[CH:13][C:12]=2[N:23]=[C:24]1[C:25]1[CH:30]=[CH:29][CH:28]=[CH:27][CH:26]=1)([CH3:3])[CH3:2].